Dataset: Full USPTO retrosynthesis dataset with 1.9M reactions from patents (1976-2016). Task: Predict the reactants needed to synthesize the given product. (1) Given the product [NH2:1][C@H:2]1[CH2:7][CH2:6][CH2:5][CH2:4][C@H:3]1[NH:8][C:9]1[N:14]=[C:13]([NH:39][C:38]2[CH:40]=[CH:41][CH:42]=[C:36]([C:34]3[N:35]=[C:31]([CH3:30])[S:32][CH:33]=3)[CH:37]=2)[C:12]([C:27]([NH2:29])=[O:28])=[CH:11][N:10]=1, predict the reactants needed to synthesize it. The reactants are: [NH2:1][C@H:2]1[CH2:7][CH2:6][CH2:5][CH2:4][C@H:3]1[NH:8][C:9]1[N:14]=[C:13](NC2C=CC(C3ON=CC=3)=CC=2)[C:12]([C:27]([NH2:29])=[O:28])=[CH:11][N:10]=1.[CH3:30][C:31]1[S:32][CH:33]=[C:34]([C:36]2[CH:37]=[C:38]([CH:40]=[CH:41][CH:42]=2)[NH2:39])[N:35]=1. (2) Given the product [CH2:44]([O:43][C:41]([N:19]1[C:20]2[C:25](=[CH:24][C:23]([C:26]([F:27])([F:28])[F:29])=[CH:22][CH:21]=2)[N:16]([CH:13]([C:5]2[CH:6]=[C:7]([C:9]([F:11])([F:10])[F:12])[CH:8]=[C:3]([C:2]([F:1])([F:32])[F:33])[CH:4]=2)[C:14]#[N:15])[CH2:17][CH:18]1[CH2:30][CH3:31])=[O:42])[CH3:45], predict the reactants needed to synthesize it. The reactants are: [F:1][C:2]([F:33])([F:32])[C:3]1[CH:4]=[C:5]([CH:13]([N:16]2[C:25]3[C:20](=[CH:21][CH:22]=[C:23]([C:26]([F:29])([F:28])[F:27])[CH:24]=3)[NH:19][CH:18]([CH2:30][CH3:31])[CH2:17]2)[C:14]#[N:15])[CH:6]=[C:7]([C:9]([F:12])([F:11])[F:10])[CH:8]=1.N1C=CC=CC=1.Cl[C:41]([O:43][CH2:44][CH3:45])=[O:42]. (3) Given the product [CH3:16][N:17](/[CH:19]=[C:6]1/[CH2:5][N:4]([C:7]([O:9][C:10]([CH3:13])([CH3:12])[CH3:11])=[O:8])[CH2:3][C:2]/1=[O:1])[CH3:18], predict the reactants needed to synthesize it. The reactants are: [O:1]=[C:2]1[CH2:6][CH2:5][N:4]([C:7]([O:9][C:10]([CH3:13])([CH3:12])[CH3:11])=[O:8])[CH2:3]1.CO[CH:16](OC)[N:17]([CH3:19])[CH3:18]. (4) Given the product [F:29][C:2]([F:1])([F:28])[C:3]1[CH:4]=[CH:5][C:6](/[CH:9]=[CH:10]/[CH:11]=[CH:12]/[C@H:13]2[CH2:14][CH2:15][C@H:16]([S:19]([CH2:20][C:21]3[CH:22]=[CH:23][C:24]([Cl:27])=[CH:25][CH:26]=3)=[O:38])[CH2:17][CH2:18]2)=[CH:7][CH:8]=1, predict the reactants needed to synthesize it. The reactants are: [F:1][C:2]([F:29])([F:28])[C:3]1[CH:8]=[CH:7][C:6](/[CH:9]=[CH:10]/[CH:11]=[CH:12]/[C@H:13]2[CH2:18][CH2:17][C@H:16]([S:19][CH2:20][C:21]3[CH:26]=[CH:25][C:24]([Cl:27])=[CH:23][CH:22]=3)[CH2:15][CH2:14]2)=[CH:5][CH:4]=1.ClC1C=CC=C(C(OO)=[O:38])C=1.S([O-])([O-])=O.[Na+].[Na+].C(OCC)(=O)C. (5) Given the product [Br:1][C:2]1[CH:17]=[CH:16][C:5]2[N:6]([CH2:11][CH2:12][CH:13]([CH3:15])[CH3:14])[C:7]([CH2:9][Cl:20])=[N:8][C:4]=2[CH:3]=1, predict the reactants needed to synthesize it. The reactants are: [Br:1][C:2]1[CH:17]=[CH:16][C:5]2[N:6]([CH2:11][CH2:12][CH:13]([CH3:15])[CH3:14])[C:7]([CH2:9]O)=[N:8][C:4]=2[CH:3]=1.S(Cl)([Cl:20])=O. (6) Given the product [NH2:38][C@H:39]([C:44]([OH:46])=[O:45])[CH2:40][CH2:41][C:47]([OH:50])=[O:49], predict the reactants needed to synthesize it. The reactants are: S([O-])([O-])(=O)=O.[NH4+].[NH4+].OP([O-])(O)=O.[K+].[O-]S([O-])(=O)=O.[Mg+2].CC1[N+](CC2C=NC(C)=NC=2N)=CSC=1CCO.[NH2:38][C@H:39]([C:44]([OH:46])=[O:45])[C@H:40](CC)[CH3:41].[C:47]([O-:50])([O-:49])=O.[Ca+2]. (7) Given the product [CH2:7]([C:6]1[S:5][C:4]([C:9]([O:11][CH3:12])=[O:10])=[CH:3][C:2]=1[C:24]1[N:20]([CH3:19])[N:21]=[CH:22][CH:23]=1)[CH3:8], predict the reactants needed to synthesize it. The reactants are: Br[C:2]1[CH:3]=[C:4]([C:9]([O:11][CH3:12])=[O:10])[S:5][C:6]=1[CH2:7][CH3:8].C(=O)([O-])[O-].[K+].[K+].[CH3:19][N:20]1[C:24](B2OC(C)(C)C(C)(C)O2)=[CH:23][CH:22]=[N:21]1.